Dataset: Full USPTO retrosynthesis dataset with 1.9M reactions from patents (1976-2016). Task: Predict the reactants needed to synthesize the given product. Given the product [O:13]=[C:14]([C:2]1[CH:7]=[CH:6][CH:5]=[CH:4][N:3]=1)[CH2:19][CH2:18][CH2:17][CH2:16][NH:15][C:20](=[O:21])[O:22][C:23]([CH3:25])([CH3:24])[CH3:26], predict the reactants needed to synthesize it. The reactants are: Br[C:2]1[CH:7]=[CH:6][CH:5]=[CH:4][N:3]=1.C([Li])CCC.[O:13]=[C:14]1[CH2:19][CH2:18][CH2:17][CH2:16][N:15]1[C:20]([O:22][C:23]([CH3:26])([CH3:25])[CH3:24])=[O:21].[Cl-].[NH4+].